This data is from Full USPTO retrosynthesis dataset with 1.9M reactions from patents (1976-2016). The task is: Predict the reactants needed to synthesize the given product. (1) Given the product [N:47]12[CH2:52][CH2:51][CH:50]([CH2:49][CH2:48]1)[C@H:45]([NH:44][C:16]([C:12]1[CH:13]=[CH:14][CH:15]=[C:9]3[O:8][C:7]([C:6]4[C:2]([CH3:1])=[N:3][O:4][C:5]=4[CH3:19])=[N:11][C:10]=13)=[O:18])[CH2:46]2, predict the reactants needed to synthesize it. The reactants are: [CH3:1][C:2]1[C:6]([C:7]2[O:8][C:9]3[C:10](=[C:12]([C:16]([OH:18])=O)[CH:13]=[CH:14][CH:15]=3)[N:11]=2)=[C:5]([CH3:19])[O:4][N:3]=1.Cl.C(N=C=NCCCN(C)C)C.ON1C2C=CC=CC=2N=N1.Cl.Cl.[NH2:44][C@H:45]1[CH:50]2[CH2:51][CH2:52][N:47]([CH2:48][CH2:49]2)[CH2:46]1.C(N(CC)CC)C. (2) Given the product [CH:1]([C:4]1[CH:9]=[CH:8][N+:7]([O-:19])=[CH:6][C:5]=1[CH3:10])([CH3:3])[CH3:2], predict the reactants needed to synthesize it. The reactants are: [CH:1]([C:4]1[CH:9]=[CH:8][N:7]=[CH:6][C:5]=1[CH3:10])([CH3:3])[CH3:2].C1C=C(Cl)C=C(C(OO)=[O:19])C=1.